From a dataset of Retrosynthesis with 50K atom-mapped reactions and 10 reaction types from USPTO. Predict the reactants needed to synthesize the given product. Given the product O=[N+]([O-])c1cc(F)cc2cccnc12, predict the reactants needed to synthesize it. The reactants are: Nc1ccc(F)cc1[N+](=O)[O-].O=[N+]([O-])c1ccc(O)cc1.